From a dataset of NCI-60 drug combinations with 297,098 pairs across 59 cell lines. Regression. Given two drug SMILES strings and cell line genomic features, predict the synergy score measuring deviation from expected non-interaction effect. Drug 1: C1=CC(=CC=C1C#N)C(C2=CC=C(C=C2)C#N)N3C=NC=N3. Drug 2: CC=C1C(=O)NC(C(=O)OC2CC(=O)NC(C(=O)NC(CSSCCC=C2)C(=O)N1)C(C)C)C(C)C. Cell line: HCT116. Synergy scores: CSS=64.5, Synergy_ZIP=2.83, Synergy_Bliss=2.23, Synergy_Loewe=-20.5, Synergy_HSA=-3.60.